This data is from NCI-60 drug combinations with 297,098 pairs across 59 cell lines. The task is: Regression. Given two drug SMILES strings and cell line genomic features, predict the synergy score measuring deviation from expected non-interaction effect. (1) Drug 1: CC12CCC3C(C1CCC2O)C(CC4=C3C=CC(=C4)O)CCCCCCCCCS(=O)CCCC(C(F)(F)F)(F)F. Drug 2: C1C(C(OC1N2C=NC3=C2NC=NCC3O)CO)O. Cell line: KM12. Synergy scores: CSS=-18.4, Synergy_ZIP=7.67, Synergy_Bliss=7.96, Synergy_Loewe=-8.41, Synergy_HSA=-7.17. (2) Synergy scores: CSS=44.4, Synergy_ZIP=-3.94, Synergy_Bliss=1.69, Synergy_Loewe=-7.03, Synergy_HSA=3.33. Drug 2: CC1C(C(CC(O1)OC2CC(CC3=C2C(=C4C(=C3O)C(=O)C5=CC=CC=C5C4=O)O)(C(=O)C)O)N)O. Cell line: SF-295. Drug 1: CN(CCCl)CCCl.Cl. (3) Drug 1: COC1=C(C=C2C(=C1)N=CN=C2NC3=CC(=C(C=C3)F)Cl)OCCCN4CCOCC4. Cell line: HS 578T. Drug 2: CC1=C(C=C(C=C1)C(=O)NC2=CC(=CC(=C2)C(F)(F)F)N3C=C(N=C3)C)NC4=NC=CC(=N4)C5=CN=CC=C5. Synergy scores: CSS=11.9, Synergy_ZIP=1.32, Synergy_Bliss=2.54, Synergy_Loewe=-2.45, Synergy_HSA=-1.75. (4) Drug 1: C1=CC(=CC=C1CCCC(=O)O)N(CCCl)CCCl. Drug 2: CC1CCC2CC(C(=CC=CC=CC(CC(C(=O)C(C(C(=CC(C(=O)CC(OC(=O)C3CCCCN3C(=O)C(=O)C1(O2)O)C(C)CC4CCC(C(C4)OC)O)C)C)O)OC)C)C)C)OC. Synergy scores: CSS=19.3, Synergy_ZIP=-3.14, Synergy_Bliss=-3.70, Synergy_Loewe=0.986, Synergy_HSA=1.89. Cell line: SK-MEL-28.